This data is from Full USPTO retrosynthesis dataset with 1.9M reactions from patents (1976-2016). The task is: Predict the reactants needed to synthesize the given product. (1) The reactants are: Cl[C:2]1[C:7]([CH3:8])=[C:6]([Cl:9])[N:5]=[C:4]([NH2:10])[N:3]=1.[Cl:11][C:12]1[C:17]([Cl:18])=[CH:16][CH:15]=[CH:14][C:13]=1B(O)O. Given the product [Cl:9][C:6]1[C:7]([CH3:8])=[C:2]([C:16]2[CH:15]=[CH:14][CH:13]=[C:12]([Cl:11])[C:17]=2[Cl:18])[N:3]=[C:4]([NH2:10])[N:5]=1, predict the reactants needed to synthesize it. (2) The reactants are: [F-].C([N+](CCCC)(CCCC)CCCC)CCC.C([Si](C)(C)[O:24][CH2:25][CH2:26][N:27]([C:45]1[CH:50]=[CH:49][CH:48]=[C:47]([CH3:51])[N:46]=1)[S:28]([C:31]1[CH:36]=[CH:35][C:34]([C:37]2[CH:42]=[CH:41][C:40]([C:43]#[N:44])=[CH:39][CH:38]=2)=[CH:33][CH:32]=1)(=[O:30])=[O:29])(C)(C)C.[Cl-].[Na+].Cl. Given the product [OH:24][CH2:25][CH2:26][N:27]([C:45]1[CH:50]=[CH:49][CH:48]=[C:47]([CH3:51])[N:46]=1)[S:28]([C:31]1[CH:32]=[CH:33][C:34]([C:37]2[CH:42]=[CH:41][C:40]([C:43]#[N:44])=[CH:39][CH:38]=2)=[CH:35][CH:36]=1)(=[O:29])=[O:30], predict the reactants needed to synthesize it. (3) The reactants are: [CH2:1]([O:8][C:9]1[CH:14]=[C:13]([N+:15]([O-:17])=[O:16])[CH:12]=[CH:11][C:10]=1F)[C:2]1[CH:7]=[CH:6][CH:5]=[CH:4][CH:3]=1.[CH3:19][O:20][CH2:21][CH2:22][OH:23].C([O-])([O-])=O.[Cs+].[Cs+].CCCCCC.C(OCC)(=O)C. Given the product [CH2:1]([O:8][C:9]1[CH:14]=[C:13]([N+:15]([O-:17])=[O:16])[CH:12]=[CH:11][C:10]=1[O:23][CH2:22][CH2:21][O:20][CH3:19])[C:2]1[CH:7]=[CH:6][CH:5]=[CH:4][CH:3]=1, predict the reactants needed to synthesize it. (4) Given the product [CH2:1]([C:5]1[CH:10]=[CH:9][C:8]([C:11]#[C:12][C:13]2[CH:41]=[CH:40][C:16]([CH2:17][N:18]([CH2:34][CH2:35][CH2:36][CH2:37][CH2:38][CH3:39])[C:19]([C:21]3[CH:33]=[CH:32][C:24]([OH:25])=[C:23]([CH:22]=3)[C:28]([OH:29])=[O:27])=[O:20])=[CH:15][CH:14]=2)=[CH:7][CH:6]=1)[CH2:2][CH2:3][CH3:4], predict the reactants needed to synthesize it. The reactants are: [CH2:1]([C:5]1[CH:10]=[CH:9][C:8]([C:11]#[C:12][C:13]2[CH:41]=[CH:40][C:16]([CH2:17][N:18]([CH2:34][CH2:35][CH2:36][CH2:37][CH2:38][CH3:39])[C:19]([C:21]3[CH:33]=[CH:32][C:24]4[O:25]C(C)(C)[O:27][C:28](=[O:29])[C:23]=4[CH:22]=3)=[O:20])=[CH:15][CH:14]=2)=[CH:7][CH:6]=1)[CH2:2][CH2:3][CH3:4].[OH-].[Li+]. (5) Given the product [NH2:5][S:6]([C:9]1[CH:41]=[CH:40][C:12]2[N:13]([C:18]3[CH:23]=[CH:22][C:21]([CH2:24][CH2:25][NH:26][C:27]([NH:29][S:30]([C:33]4[CH:34]=[CH:35][C:36]([CH3:39])=[CH:37][CH:38]=4)(=[O:32])=[O:31])=[O:28])=[CH:20][CH:19]=3)[C:14]([CH2:16][CH3:17])=[N:15][C:11]=2[CH:10]=1)(=[O:7])=[O:8], predict the reactants needed to synthesize it. The reactants are: C([NH:5][S:6]([C:9]1[CH:41]=[CH:40][C:12]2[N:13]([C:18]3[CH:23]=[CH:22][C:21]([CH2:24][CH2:25][NH:26][C:27]([NH:29][S:30]([C:33]4[CH:38]=[CH:37][C:36]([CH3:39])=[CH:35][CH:34]=4)(=[O:32])=[O:31])=[O:28])=[CH:20][CH:19]=3)[C:14]([CH2:16][CH3:17])=[N:15][C:11]=2[CH:10]=1)(=[O:8])=[O:7])(C)(C)C. (6) Given the product [Cl:23][C:24]1[N:29]=[CH:28][C:27]([O:30][C:8]2[C:9]([CH:14]3[CH2:19][CH2:18][N:17]([C:20](=[O:22])[CH3:21])[CH2:16][CH2:15]3)=[N:10][CH:11]=[CH:12][N:13]=2)=[CH:26][CH:25]=1, predict the reactants needed to synthesize it. The reactants are: C(=O)([O-])[O-].[Cs+].[Cs+].Cl[C:8]1[C:9]([CH:14]2[CH2:19][CH2:18][N:17]([C:20](=[O:22])[CH3:21])[CH2:16][CH2:15]2)=[N:10][CH:11]=[CH:12][N:13]=1.[Cl:23][C:24]1[N:29]=[CH:28][C:27]([OH:30])=[CH:26][CH:25]=1.